Task: Predict the reactants needed to synthesize the given product.. Dataset: Full USPTO retrosynthesis dataset with 1.9M reactions from patents (1976-2016) (1) Given the product [Br:2][C:3]1[CH:8]=[C:7]([C:9]2[N:10]=[N:11][N:12]([CH2:15][C:16]([O:18][CH2:19][CH3:20])=[O:17])[N:13]=2)[CH:6]=[N:5][CH:4]=1, predict the reactants needed to synthesize it. The reactants are: Cl.[Br:2][C:3]1[CH:4]=[N:5][CH:6]=[C:7]([C:9]2[N:10]=[N:11][NH:12][N:13]=2)[CH:8]=1.Br[CH2:15][C:16]([O:18][CH2:19][CH3:20])=[O:17]. (2) Given the product [NH2:32][C:28]1[CH:27]=[C:26]([C:2]2[S:6][C:5]([C:7]3[CH:8]=[C:9]4[C:13](=[CH:14][CH:15]=3)[C:12](=[O:16])[N:11]([CH3:17])[CH2:10]4)=[CH:4][CH:3]=2)[CH:31]=[N:30][CH:29]=1, predict the reactants needed to synthesize it. The reactants are: I[C:2]1[S:6][C:5]([C:7]2[CH:8]=[C:9]3[C:13](=[CH:14][CH:15]=2)[C:12](=[O:16])[N:11]([CH3:17])[CH2:10]3)=[CH:4][CH:3]=1.CC1(C)C(C)(C)OB([C:26]2[CH:27]=[C:28]([NH2:32])[CH:29]=[N:30][CH:31]=2)O1. (3) Given the product [Br:1][C:2]1[CH:14]=[CH:13][C:12]2[C:11]3[C:6](=[CH:7][C:8]([Br:15])=[CH:9][CH:10]=3)[C:5]([CH2:13][CH2:14][CH2:2][CH2:3][CH2:4][CH2:12][CH2:11][CH3:10])([CH2:18][CH2:19][CH2:20][CH2:21][CH2:22][CH2:23][CH2:24][CH3:25])[C:4]=2[CH:3]=1, predict the reactants needed to synthesize it. The reactants are: [Br:1][C:2]1[CH:14]=[CH:13][C:12]2[C:11]3[C:6](=[CH:7][C:8]([Br:15])=[CH:9][CH:10]=3)[CH2:5][C:4]=2[CH:3]=1.[OH-].[Na+].[CH2:18](Br)[CH2:19][CH2:20][CH2:21][CH2:22][CH2:23][CH2:24][CH3:25]. (4) Given the product [CH2:1]([O:3][C:4]1[CH:5]=[C:6]([CH:28]=[C:29]([O:32][CH2:33][CH3:34])[C:30]=1[C:43]1[CH:44]=[N:45][NH:46][CH:47]=1)[CH2:7][N:8]1[CH2:11][C:10]2([CH2:15][C:14]([N:16]3[CH2:17][CH2:18][C:19]([CH3:27])([C:22]([OH:24])=[O:23])[CH2:20][CH2:21]3)=[N:13][O:12]2)[CH2:9]1)[CH3:2], predict the reactants needed to synthesize it. The reactants are: [CH2:1]([O:3][C:4]1[CH:5]=[C:6]([CH:28]=[C:29]([O:32][CH2:33][CH3:34])[C:30]=1I)[CH2:7][N:8]1[CH2:11][C:10]2([CH2:15][C:14]([N:16]3[CH2:21][CH2:20][C:19]([CH3:27])([C:22]([O:24]CC)=[O:23])[CH2:18][CH2:17]3)=[N:13][O:12]2)[CH2:9]1)[CH3:2].CC1(C)C(C)(C)OB([C:43]2[CH:44]=[N:45][N:46](C(OC(C)(C)C)=O)[CH:47]=2)O1. (5) Given the product [Br-:6].[CH3:1][N+:2]([CH3:5])([CH2:3][CH3:4])[CH2:7][CH2:8][O:9][CH2:10][CH2:11][O:12][CH3:13], predict the reactants needed to synthesize it. The reactants are: [CH3:1][N:2]([CH3:5])[CH2:3][CH3:4].[Br:6][CH2:7][CH2:8][O:9][CH2:10][CH2:11][O:12][CH3:13]. (6) Given the product [Cl:31][C:26]1[C:25]([OH:32])=[C:24]([S:21]([N:20]([CH2:19][C:18]2[CH:41]=[C:42]([O:44][C:45]3[CH:46]=[CH:47][C:48]([F:51])=[CH:49][CH:50]=3)[CH:43]=[C:16]([CH2:15][NH:14][S:9]([C:4]3[CH:5]=[C:6]([Cl:8])[CH:7]=[C:2]([Cl:1])[C:3]=3[OH:13])(=[O:10])=[O:11])[CH:17]=2)[CH2:33][C:34]2[CH:35]=[CH:36][C:37]([F:40])=[CH:38][CH:39]=2)(=[O:23])=[O:22])[CH:29]=[C:28]([Cl:30])[CH:27]=1, predict the reactants needed to synthesize it. The reactants are: [Cl:1][C:2]1[C:3]([OH:13])=[C:4]([S:9](Cl)(=[O:11])=[O:10])[CH:5]=[C:6]([Cl:8])[CH:7]=1.[NH2:14][CH2:15][C:16]1[CH:17]=[C:18]([CH:41]=[C:42]([O:44][C:45]2[CH:50]=[CH:49][C:48]([F:51])=[CH:47][CH:46]=2)[CH:43]=1)[CH2:19][N:20]([CH2:33][C:34]1[CH:39]=[CH:38][C:37]([F:40])=[CH:36][CH:35]=1)[S:21]([C:24]1[CH:29]=[C:28]([Cl:30])[CH:27]=[C:26]([Cl:31])[C:25]=1[OH:32])(=[O:23])=[O:22].CCN(CC)CC. (7) Given the product [O:1]=[C:2]1[C:7]2[NH:8][C:9]3[CH:10]=[CH:11][CH:12]=[CH:13][C:14]=3[C:6]=2[N:5]=[C:4]([S:15][CH2:16][C:17]([NH:26][C:27]2[S:28][CH:29]=[CH:30][N:31]=2)=[O:19])[N:3]1[C:20]1[CH:21]=[CH:22][CH:23]=[CH:24][CH:25]=1, predict the reactants needed to synthesize it. The reactants are: [O:1]=[C:2]1[C:7]2[NH:8][C:9]3[CH:10]=[CH:11][CH:12]=[CH:13][C:14]=3[C:6]=2[N:5]=[C:4]([S:15][CH2:16][C:17]([OH:19])=O)[N:3]1[C:20]1[CH:25]=[CH:24][CH:23]=[CH:22][CH:21]=1.[NH2:26][C:27]1[S:28][CH:29]=[CH:30][N:31]=1.C(N(CC)CC)C.CN(C(ON1N=NC2C=CC=NC1=2)=[N+](C)C)C.F[P-](F)(F)(F)(F)F. (8) Given the product [CH:24]([C:11]1[C:10]([O:9][C:8]2[CH:7]=[CH:6][C:5]([S:2]([CH3:1])(=[O:4])=[O:3])=[CH:28][CH:27]=2)=[CH:19][C:14]([C:15]([O:17][CH3:18])=[O:16])=[CH:13][C:12]=1[C:20]([O:22][CH3:23])=[O:21])=[O:29], predict the reactants needed to synthesize it. The reactants are: [CH3:1][S:2]([C:5]1[CH:28]=[CH:27][C:8]([O:9][C:10]2[C:11]([CH:24]=CC)=[C:12]([C:20]([O:22][CH3:23])=[O:21])[CH:13]=[C:14]([CH:19]=2)[C:15]([O:17][CH3:18])=[O:16])=[CH:7][CH:6]=1)(=[O:4])=[O:3].[O:29]=[O+][O-].